Dataset: Peptide-MHC class I binding affinity with 185,985 pairs from IEDB/IMGT. Task: Regression. Given a peptide amino acid sequence and an MHC pseudo amino acid sequence, predict their binding affinity value. This is MHC class I binding data. The peptide sequence is GYSFSIPGY. The MHC is HLA-A03:01 with pseudo-sequence HLA-A03:01. The binding affinity (normalized) is 0.0847.